Dataset: Peptide-MHC class I binding affinity with 185,985 pairs from IEDB/IMGT. Task: Regression. Given a peptide amino acid sequence and an MHC pseudo amino acid sequence, predict their binding affinity value. This is MHC class I binding data. (1) The peptide sequence is TSASFTDLY. The MHC is HLA-A02:12 with pseudo-sequence HLA-A02:12. The binding affinity (normalized) is 0.0847. (2) The peptide sequence is TNYSGFMPK. The MHC is HLA-A33:01 with pseudo-sequence HLA-A33:01. The binding affinity (normalized) is 0.970. (3) The MHC is HLA-A03:01 with pseudo-sequence HLA-A03:01. The binding affinity (normalized) is 0.410. The peptide sequence is MTSCCSCLK. (4) The peptide sequence is NDNFLMRNV. The MHC is HLA-B45:01 with pseudo-sequence HLA-B45:01. The binding affinity (normalized) is 0. (5) The peptide sequence is LSLLPDWFAF. The MHC is Mamu-A01 with pseudo-sequence Mamu-A01. The binding affinity (normalized) is 0.397. (6) The peptide sequence is HMHKLVEVPF. The MHC is H-2-Kb with pseudo-sequence H-2-Kb. The binding affinity (normalized) is 0. (7) The peptide sequence is MLMFITSSH. The MHC is HLA-A30:01 with pseudo-sequence HLA-A30:01. The binding affinity (normalized) is 0.0847. (8) The peptide sequence is TPYDINQML. The MHC is HLA-B08:01 with pseudo-sequence HLA-B08:01. The binding affinity (normalized) is 0.0382.